Dataset: Catalyst prediction with 721,799 reactions and 888 catalyst types from USPTO. Task: Predict which catalyst facilitates the given reaction. Reactant: [N:1]1([C:6]2[CH:11]3[CH2:12][CH2:13][N:8]([CH2:9][CH2:10]3)[CH:7]=2)[CH:5]=[CH:4][N:3]=[CH:2]1.C([O-])=O.[NH4+]. Product: [N:1]1([CH:6]2[CH:11]3[CH2:10][CH2:9][N:8]([CH2:13][CH2:12]3)[CH2:7]2)[CH:5]=[CH:4][N:3]=[CH:2]1. The catalyst class is: 50.